Dataset: Catalyst prediction with 721,799 reactions and 888 catalyst types from USPTO. Task: Predict which catalyst facilitates the given reaction. (1) Reactant: Br[C:2]1[C:6]([Br:7])=[CH:5][S:4][CH:3]=1.C([Li])CCC.CON(C)[C:16](=[O:18])[CH3:17]. Product: [C:16]([C:2]1[C:6]([Br:7])=[CH:5][S:4][CH:3]=1)(=[O:18])[CH3:17]. The catalyst class is: 28. (2) Reactant: Cl[CH2:2][C:3]1[NH:12][C:11](=[O:13])[C:10]2[C:5](=[CH:6][CH:7]=[CH:8][CH:9]=2)[N:4]=1.[CH2:14]([N:21]1[CH2:26][CH2:25][NH:24][C@@H:23]([CH2:27][CH:28]([CH3:30])[CH3:29])[CH2:22]1)[C:15]1[CH:20]=[CH:19][CH:18]=[CH:17][CH:16]=1.C(=O)([O-])[O-].[K+].[K+]. Product: [CH2:14]([N:21]1[CH2:26][CH2:25][N:24]([CH2:2][C:3]2[NH:12][C:11](=[O:13])[C:10]3[C:5](=[CH:6][CH:7]=[CH:8][CH:9]=3)[N:4]=2)[C@@H:23]([CH2:27][CH:28]([CH3:30])[CH3:29])[CH2:22]1)[C:15]1[CH:16]=[CH:17][CH:18]=[CH:19][CH:20]=1. The catalyst class is: 10. (3) Reactant: Br[C:2]1[C:3]([O:24][CH3:25])=[CH:4][C:5]2[O:10][CH2:9][CH2:8][N:7]([C:11]3[S:12][C:13]4[C:14](=[O:22])[NH:15][C:16]([CH3:21])([CH3:20])[CH2:17][C:18]=4[N:19]=3)[C:6]=2[CH:23]=1.Cl.[N:27]1([CH2:33][C:34]2[CH:35]=[C:36](B3OC(C)(C)C(C)(C)O3)[CH:37]=[CH:38][CH:39]=2)[CH2:32][CH2:31][CH2:30][CH2:29][CH2:28]1.P([O-])([O-])([O-])=O.[K+].[K+].[K+].COCCOC. Product: [CH3:20][C:16]1([CH3:21])[NH:15][C:14](=[O:22])[C:13]2[S:12][C:11]([N:7]3[C:6]4[CH:23]=[C:2]([C:36]5[CH:37]=[CH:38][CH:39]=[C:34]([CH2:33][N:27]6[CH2:28][CH2:29][CH2:30][CH2:31][CH2:32]6)[CH:35]=5)[C:3]([O:24][CH3:25])=[CH:4][C:5]=4[O:10][CH2:9][CH2:8]3)=[N:19][C:18]=2[CH2:17]1. The catalyst class is: 103. (4) Reactant: [NH2:1][CH:2]1[CH2:7][CH2:6][N:5]([C:8]([O:10][C:11]([CH3:14])([CH3:13])[CH3:12])=[O:9])[CH2:4][CH2:3]1.Br[C:16]1[CH:20]=[CH:19][S:18][CH:17]=1.COC1C=CC=C(OC)C=1C1C=CC=CC=1P(C1CCCCC1)C1CCCCC1.C(O[Na])(C)(C)C. Product: [S:18]1[CH:19]=[CH:20][C:16]([NH:1][CH:2]2[CH2:3][CH2:4][N:5]([C:8]([O:10][C:11]([CH3:14])([CH3:13])[CH3:12])=[O:9])[CH2:6][CH2:7]2)=[CH:17]1. The catalyst class is: 101. (5) Product: [CH:26]1[C:27]2[CH:28]([CH2:30][O:31][C:32]([NH:34][C@@H:35]([CH2:39][C:40]([O:42][CH2:43][CH:44]=[CH2:45])=[O:41])[C:36]([O:38][C:5]([C:8]3[CH:13]=[CH:12][CH:11]=[CH:10][CH:9]=3)([CH3:7])[CH3:6])=[O:37])=[O:33])[C:29]3[C:21](=[CH:20][CH:19]=[CH:18][CH:17]=3)[C:22]=2[CH:23]=[CH:24][CH:25]=1. The catalyst class is: 4. Reactant: ClC(Cl)(Cl)C(=N)O[C:5]([C:8]1[CH:13]=[CH:12][CH:11]=[CH:10][CH:9]=1)([CH3:7])[CH3:6].[CH:17]1[C:29]2[CH:28]([CH2:30][O:31][C:32]([NH:34][C@@H:35]([CH2:39][C:40]([O:42][CH2:43][CH:44]=[CH2:45])=[O:41])[C:36]([OH:38])=[O:37])=[O:33])[C:27]3[C:22](=[CH:23][CH:24]=[CH:25][CH:26]=3)[C:21]=2[CH:20]=[CH:19][CH:18]=1. (6) Reactant: [CH2:1]([O:8][C:9](=[O:47])[NH:10][C@H:11]([C:13](=[O:46])[NH:14][CH:15]([C:23](=[O:45])[NH:24][C@@H:25]([CH2:38][C:39]1[CH:44]=[CH:43][CH:42]=[CH:41][CH:40]=1)[CH:26]([C:28](=[O:37])[NH:29][CH2:30][C:31]1[CH:36]=[CH:35][CH:34]=[CH:33][CH:32]=1)[OH:27])[CH2:16][CH:17]1[CH2:22][CH2:21][O:20][CH2:19][CH2:18]1)[CH3:12])[C:2]1[CH:7]=[CH:6][CH:5]=[CH:4][CH:3]=1.CC(OI1(OC(C)=O)(OC(C)=O)OC(=O)C2C=CC=CC1=2)=O. Product: [CH2:1]([O:8][C:9](=[O:47])[NH:10][C@H:11]([C:13](=[O:46])[NH:14][CH:15]([C:23](=[O:45])[NH:24][C@@H:25]([CH2:38][C:39]1[CH:44]=[CH:43][CH:42]=[CH:41][CH:40]=1)[C:26]([C:28](=[O:37])[NH:29][CH2:30][C:31]1[CH:36]=[CH:35][CH:34]=[CH:33][CH:32]=1)=[O:27])[CH2:16][CH:17]1[CH2:18][CH2:19][O:20][CH2:21][CH2:22]1)[CH3:12])[C:2]1[CH:3]=[CH:4][CH:5]=[CH:6][CH:7]=1. The catalyst class is: 4.